Dataset: CYP3A4 inhibition data for predicting drug metabolism from PubChem BioAssay. Task: Regression/Classification. Given a drug SMILES string, predict its absorption, distribution, metabolism, or excretion properties. Task type varies by dataset: regression for continuous measurements (e.g., permeability, clearance, half-life) or binary classification for categorical outcomes (e.g., BBB penetration, CYP inhibition). Dataset: cyp3a4_veith. (1) The drug is COc1ccc(Oc2ncc3nc(-c4ccc(F)cc4)c(=O)n(C4CC4)c3n2)cc1. The result is 1 (inhibitor). (2) The compound is Oc1ccc2ccccc2c1CN(Cc1c(O)ccc2ccccc12)C1CCCCC1. The result is 0 (non-inhibitor). (3) The compound is Cc1cccc(CNc2ncnc3ccc(-c4ccc(C(=O)N(C)C)cc4)cc23)c1. The result is 1 (inhibitor). (4) The result is 1 (inhibitor). The molecule is Oc1cc2c(cc1O)CN(C(=S)NCCc1ccc(Cl)cc1)CCC2. (5) The compound is CN1CC[C@@]23CCCC[C@@H]2[C@@H]1Cc1ccc(O)cc13.O=C(O)[C@@H](O)[C@@H](O)C(=O)O. The result is 0 (non-inhibitor).